From a dataset of Forward reaction prediction with 1.9M reactions from USPTO patents (1976-2016). Predict the product of the given reaction. (1) The product is: [Cl:1][C:2]1[C:7]([C:8]#[N:9])=[CH:6][N:5]=[C:4]2[S:10][C:11](/[CH:13]=[CH:20]/[C:15]([O:17][CH2:18][CH3:19])=[O:16])=[CH:12][C:3]=12. Given the reactants [Cl:1][C:2]1[C:7]([C:8]#[N:9])=[CH:6][N:5]=[C:4]2[S:10][C:11]([CH:13]=O)=[CH:12][C:3]=12.[C:15]([CH:20]=P(C1C=CC=CC=1)(C1C=CC=CC=1)C1C=CC=CC=1)([O:17][CH2:18][CH3:19])=[O:16], predict the reaction product. (2) Given the reactants [Mg].II.Br[C:5]1[CH:10]=[C:9]([F:11])[CH:8]=[C:7]([F:12])[CH:6]=1.[C@@H:13]12[C:22](=[O:23])[O:21][C:19](=[O:20])[C@@H:14]1[CH2:15][CH2:16][CH2:17][CH2:18]2.S(=O)(=O)(O)O, predict the reaction product. The product is: [F:12][C:7]1[CH:6]=[C:5]([C:22]([C@H:13]2[CH2:18][CH2:17][CH2:16][CH2:15][C@H:14]2[C:19]([OH:21])=[O:20])=[O:23])[CH:10]=[C:9]([F:11])[CH:8]=1. (3) Given the reactants [CH3:1][O:2][C:3]1[CH:4]=[C:5]([OH:13])[C:6](=[CH:11][CH:12]=1)[C:7]([O:9][CH3:10])=[O:8].[N+:14]([O-])([OH:16])=[O:15].O, predict the reaction product. The product is: [OH:13][C:5]1[C:4]([N+:14]([O-:16])=[O:15])=[C:3]([O:2][CH3:1])[CH:12]=[CH:11][C:6]=1[C:7]([O:9][CH3:10])=[O:8]. (4) Given the reactants [CH3:1][C:2]1[N:6]([CH:7]2[CH2:12][CH2:11][O:10][CH2:9][CH2:8]2)[C:5]2[CH:13]=[CH:14][C:15]([C:17]([OH:19])=O)=[CH:16][C:4]=2[N:3]=1.[NH2:20][C:21]1[CH:26]=[C:25]([C:27]([CH3:30])([CH3:29])[CH3:28])[CH:24]=[CH:23][C:22]=1O.CCN=C=NCCCN(C)C.CS(O)(=O)=O.C(=O)([O-])O.[Na+], predict the reaction product. The product is: [C:27]([C:25]1[CH:24]=[CH:23][C:22]2[O:19][C:17]([C:15]3[CH:14]=[CH:13][C:5]4[N:6]([CH:7]5[CH2:8][CH2:9][O:10][CH2:11][CH2:12]5)[C:2]([CH3:1])=[N:3][C:4]=4[CH:16]=3)=[N:20][C:21]=2[CH:26]=1)([CH3:30])([CH3:28])[CH3:29]. (5) Given the reactants [Cl:1][C:2]1[CH:7]=[CH:6][C:5]([Cl:8])=[CH:4][C:3]=1[S:9]([NH:12][C:13]1[CH:18]=[CH:17][C:16](B2OC(C)(C)C(C)(C)O2)=[CH:15][CH:14]=1)(=[O:11])=[O:10].Cl[C:29]1[N:34]=[C:33]2[N:35](C3CCCCO3)[N:36]=[C:37]([CH3:38])[C:32]2=[CH:31][N:30]=1.ClC1N=C2NN=C(C)C2=CN=1.C(=O)([O-])[O-].[Cs+].[Cs+], predict the reaction product. The product is: [Cl:1][C:2]1[CH:7]=[CH:6][C:5]([Cl:8])=[CH:4][C:3]=1[S:9]([NH:12][C:13]1[CH:14]=[CH:15][C:16]([C:29]2[N:34]=[C:33]3[NH:35][N:36]=[C:37]([CH3:38])[C:32]3=[CH:31][N:30]=2)=[CH:17][CH:18]=1)(=[O:10])=[O:11]. (6) Given the reactants [CH:1]1([C@@H:4]([C:6]2[CH:11]=[CH:10][CH:9]=[C:8]([C@@H:12]([CH:14]3[CH2:16][CH2:15]3)[CH3:13])[C:7]=2[OH:17])[CH3:5])[CH2:3][CH2:2]1.[OH-].[Na+].Br[CH2:21][Cl:22], predict the reaction product. The product is: [Cl:22][CH2:21][O:17][C:7]1[C:8]([C@H:12]([CH:14]2[CH2:16][CH2:15]2)[CH3:13])=[CH:9][CH:10]=[CH:11][C:6]=1[C@@H:4]([CH:1]1[CH2:2][CH2:3]1)[CH3:5].